This data is from Forward reaction prediction with 1.9M reactions from USPTO patents (1976-2016). The task is: Predict the product of the given reaction. (1) Given the reactants [N:1]1[C:10]2[C:5](=[CH:6][CH:7]=[CH:8][CH:9]=2)[N:4]=[CH:3][C:2]=1[C:11](Cl)=[O:12].[CH:14]1([NH2:22])[CH2:21][CH2:20][CH2:19][CH2:18][CH2:17][CH2:16][CH2:15]1.N1C=CC=CC=1, predict the reaction product. The product is: [CH:14]1([NH:22][C:11]([C:2]2[CH:3]=[N:4][C:5]3[C:10](=[CH:9][CH:8]=[CH:7][CH:6]=3)[N:1]=2)=[O:12])[CH2:21][CH2:20][CH2:19][CH2:18][CH2:17][CH2:16][CH2:15]1. (2) The product is: [NH:19]1[C:17]([C:14]2[CH:15]=[C:16]3[C:11](=[CH:12][CH:13]=2)[NH:10][N:9]=[C:8]3[C:5]2[CH:6]=[CH:7][C:2]([OH:1])=[CH:3][CH:4]=2)=[N:23][CH:25]=[N:32]1. Given the reactants [OH:1][C:2]1[CH:7]=[CH:6][C:5]([C:8]2[C:16]3[C:11](=[CH:12][CH:13]=[C:14]([C:17]([NH2:19])=O)[CH:15]=3)[NH:10][N:9]=2)=[CH:4][CH:3]=1.COC(OC)[N:23]([CH3:25])C.C(O)(=O)C.[NH2:32]N, predict the reaction product. (3) Given the reactants CCN(C(C)C)C(C)C.[CH:10]1[CH:19]=[N:18][C:17]2[C:12](=[C:13]([N+:21]([O-:23])=[O:22])[CH:14]=[CH:15][C:16]=2[OH:20])[CH:11]=1.[C:24](O[C:24]([O:26][C:27]([CH3:30])([CH3:29])[CH3:28])=[O:25])([O:26][C:27]([CH3:30])([CH3:29])[CH3:28])=[O:25], predict the reaction product. The product is: [N+:21]([C:13]1[CH:14]=[CH:15][C:16]([O:20][C:24]([O:26][C:27]([CH3:30])([CH3:29])[CH3:28])=[O:25])=[C:17]2[C:12]=1[CH:11]=[CH:10][CH:19]=[N:18]2)([O-:23])=[O:22]. (4) Given the reactants [Br:1][C:2]1[CH:3]=[C:4]([C:9]([F:12])([F:11])[F:10])[CH:5]=[C:6](F)[CH:7]=1.[NH:13]1[CH2:17][CH2:16][C@H:15]([OH:18])[CH2:14]1.C(=O)([O-])[O-].[Cs+].[Cs+].C(=O)(O)[O-].[Na+], predict the reaction product. The product is: [Br:1][C:2]1[CH:7]=[C:6]([N:13]2[CH2:17][CH2:16][C@H:15]([OH:18])[CH2:14]2)[CH:5]=[C:4]([C:9]([F:12])([F:11])[F:10])[CH:3]=1. (5) Given the reactants Cl[C:2]1[N:7]=[C:6]([NH:8][CH:9]2[CH2:13][CH2:12][CH2:11][CH2:10]2)[C:5]([N+:14]([O-:16])=[O:15])=[CH:4][N:3]=1.[NH2:17][C:18]1[CH:33]=[CH:32][C:21]([C:22]([O:24][CH2:25][C:26]2[CH:31]=[CH:30][CH:29]=[CH:28][CH:27]=2)=[O:23])=[CH:20][C:19]=1[O:34][CH3:35], predict the reaction product. The product is: [CH:9]1([NH:8][C:6]2[C:5]([N+:14]([O-:16])=[O:15])=[CH:4][N:3]=[C:2]([NH:17][C:18]3[CH:33]=[CH:32][C:21]([C:22]([O:24][CH2:25][C:26]4[CH:31]=[CH:30][CH:29]=[CH:28][CH:27]=4)=[O:23])=[CH:20][C:19]=3[O:34][CH3:35])[N:7]=2)[CH2:13][CH2:12][CH2:11][CH2:10]1.